Dataset: Full USPTO retrosynthesis dataset with 1.9M reactions from patents (1976-2016). Task: Predict the reactants needed to synthesize the given product. (1) Given the product [CH3:24][O:25][C:26]1[CH:33]=[C:32]([O:34][CH3:35])[CH:31]=[CH:30][C:27]=1[CH2:28][NH:21][C@@:12]([C@H:8]1[CH2:9][O:10][CH2:11][C@H:7]1[OH:6])([C:14]1[CH:19]=[CH:18][CH:17]=[CH:16][C:15]=1[F:20])[CH3:13], predict the reactants needed to synthesize it. The reactants are: C([Si](C)(C)[O:6][C@@H:7]1[CH2:11][O:10][CH2:9][C@@H:8]1[C@:12]([NH2:21])([C:14]1[CH:19]=[CH:18][CH:17]=[CH:16][C:15]=1[F:20])[CH3:13])(C)(C)C.[CH3:24][O:25][C:26]1[CH:33]=[C:32]([O:34][CH3:35])[CH:31]=[CH:30][C:27]=1[CH:28]=O.C(O[BH-](OC(=O)C)OC(=O)C)(=O)C.[Na+].C(O)(=O)C.O.O.O.[F-].C([N+](CCCC)(CCCC)CCCC)CCC. (2) Given the product [F:26][C:2]([F:25])([F:1])[CH:3]([N:12]1[CH2:16][CH2:15][C@H:14]([NH:17][C:18](=[O:24])[O:19][C:20]([CH3:22])([CH3:23])[CH3:21])[CH2:13]1)[C:4]1[CH:9]=[CH:8][C:7]2[N:6]([C:39]([C:36]3[CH:35]=[CH:34][C:33]4[C:38](=[C:29]([O:28][CH3:27])[CH:30]=[CH:31][CH:32]=4)[N:37]=3)=[N:11][N:10]=2)[CH:5]=1, predict the reactants needed to synthesize it. The reactants are: [F:1][C:2]([F:26])([F:25])[CH:3]([N:12]1[CH2:16][CH2:15][C@H:14]([NH:17][C:18](=[O:24])[O:19][C:20]([CH3:23])([CH3:22])[CH3:21])[CH2:13]1)[C:4]1[CH:5]=[N:6][C:7]([NH:10][NH2:11])=[CH:8][CH:9]=1.[CH3:27][O:28][C:29]1[CH:30]=[CH:31][CH:32]=[C:33]2[C:38]=1[N:37]=[C:36]([CH:39]=O)[CH:35]=[CH:34]2.C(O)(=O)C.C(O)(=O)C.IC1C=CC=CC=1.C(=O)(O)[O-].[Na+]. (3) Given the product [C:34]1([C:40]2[CH:45]=[C:44]([C:46]3[CH:51]=[CH:50][CH:49]=[CH:48][CH:47]=3)[N:43]=[C:42]([NH:52][C:6](=[O:8])[CH2:5][CH2:4][C:3](=[O:19])[C:9]3[CH:18]=[CH:17][C:16]4[CH2:15][CH2:14][CH2:13][CH2:12][C:11]=4[CH:10]=3)[CH:41]=2)[CH:39]=[CH:38][CH:37]=[CH:36][CH:35]=1, predict the reactants needed to synthesize it. The reactants are: CO[C:3]([O:19]C)([C:9]1[CH:18]=[CH:17][C:16]2[CH2:15][CH2:14][CH2:13][CH2:12][C:11]=2[CH:10]=1)[CH2:4][CH2:5][C:6]([O-:8])=O.[K+].ClC1C=C(Cl)C=C(Cl)C=1C(Cl)=O.[C:34]1([C:40]2[CH:45]=[C:44]([C:46]3[CH:51]=[CH:50][CH:49]=[CH:48][CH:47]=3)[N:43]=[C:42]([NH2:52])[CH:41]=2)[CH:39]=[CH:38][CH:37]=[CH:36][CH:35]=1.Cl. (4) Given the product [CH2:29]([NH:28][C:26](=[O:27])[C:25]1[CH:36]=[CH:37][N:38]=[C:23]([NH:22][C:16](=[O:17])[C:15]2[CH:19]=[CH:20][CH:21]=[C:13]([O:12][CH3:11])[CH:14]=2)[CH:24]=1)[C:30]1[CH:35]=[CH:34][CH:33]=[CH:32][CH:31]=1, predict the reactants needed to synthesize it. The reactants are: FC1C=CC=CC=1C(Cl)=O.[CH3:11][O:12][C:13]1[CH:14]=[C:15]([CH:19]=[CH:20][CH:21]=1)[C:16](Cl)=[O:17].[NH2:22][C:23]1[CH:24]=[C:25]([CH:36]=[CH:37][N:38]=1)[C:26]([NH:28][CH2:29][C:30]1[CH:35]=[CH:34][CH:33]=[CH:32][CH:31]=1)=[O:27]. (5) Given the product [NH2:13][C:4]1[CH:5]=[C:6]([CH:11]=[CH:12][C:3]=1[CH2:1][CH3:2])[C:7]([O:9][CH3:10])=[O:8], predict the reactants needed to synthesize it. The reactants are: [CH2:1]([C:3]1[CH:12]=[CH:11][C:6]([C:7]([O:9][CH3:10])=[O:8])=[CH:5][C:4]=1[N+:13]([O-])=O)[CH3:2].